Dataset: Cav3 T-type calcium channel HTS with 100,875 compounds. Task: Binary Classification. Given a drug SMILES string, predict its activity (active/inactive) in a high-throughput screening assay against a specified biological target. (1) The molecule is O=C(NC1=C(C2(CCCC2)Cc2c1cccc2)C#N)CCC. The result is 0 (inactive). (2) The compound is FC(F)(F)C1n2[nH]c(cc2=NC(C1)C)C(OCC)=O. The result is 0 (inactive). (3) The compound is S(C1CCCCC1)CC(=O)Nc1ccc(S(=O)(=O)N)cc1. The result is 0 (inactive). (4) The result is 0 (inactive). The compound is S(=O)(=O)(N1c2c(NC(=O)C1)cccc2)c1cc(c(cc1)C)C. (5) The drug is Fc1ccc(C2C=3CN(C=C(C3OC(N)=C2C#N)Cc2ccc(F)cc2)CC)cc1. The result is 0 (inactive). (6) The drug is S=c1nc(n(c2CC(OCc12)(C)C)Cc1occc1)c1ccc(cc1)C. The result is 0 (inactive). (7) The drug is s1c2nc3CC(OCc3cc2c2nc(nc(OCc3occc3)c12)CC)(C)C. The result is 0 (inactive). (8) The drug is S(C(c1ccccc1)C(=O)c1ccccc1)c1n(C)cnn1. The result is 0 (inactive).